Dataset: Full USPTO retrosynthesis dataset with 1.9M reactions from patents (1976-2016). Task: Predict the reactants needed to synthesize the given product. (1) Given the product [O:20]=[C:19]1[NH:8][CH2:9][C@H:10]([NH:23][C:24](=[O:25])[O:26][CH2:27][C:28]2[CH:33]=[CH:32][CH:31]=[CH:30][CH:29]=2)[C:11](=[O:12])[N:13]2[CH2:18][CH2:17][CH2:16][CH2:15][C@H:14]12, predict the reactants needed to synthesize it. The reactants are: FC(F)(F)C(O)=O.[NH2:8][CH2:9][C@H:10]([NH:23][C:24]([O:26][CH2:27][C:28]1[CH:33]=[CH:32][CH:31]=[CH:30][CH:29]=1)=[O:25])[C:11]([N:13]1[CH2:18][CH2:17][CH2:16][CH2:15][C@@H:14]1[C:19](OC)=[O:20])=[O:12].C[Al](C)C.C1(C)C=CC=CC=1. (2) Given the product [Cl:13][C:14]1[N:19]=[C:18]([NH:1][C:2]2[CH:3]=[C:4]([CH:8]=[CH:9][C:10]=2[O:11][CH3:12])[C:5]([NH2:7])=[O:6])[C:17]([Cl:21])=[CH:16][N:15]=1, predict the reactants needed to synthesize it. The reactants are: [NH2:1][C:2]1[CH:3]=[C:4]([CH:8]=[CH:9][C:10]=1[O:11][CH3:12])[C:5]([NH2:7])=[O:6].[Cl:13][C:14]1[N:19]=[C:18](Cl)[C:17]([Cl:21])=[CH:16][N:15]=1. (3) Given the product [O:25]1[CH:24]=[CH:23][CH:22]=[C:21]1[CH2:20][NH:26][CH2:1][C:3]1[CH:8]=[CH:7][C:6]([S:9][C:10]([CH3:19])([CH3:18])[C:11]([O:13][C:14]([CH3:17])([CH3:16])[CH3:15])=[O:12])=[CH:5][CH:4]=1, predict the reactants needed to synthesize it. The reactants are: [CH:1]([C:3]1[CH:8]=[CH:7][C:6]([S:9][C:10]([CH3:19])([CH3:18])[C:11]([O:13][C:14]([CH3:17])([CH3:16])[CH3:15])=[O:12])=[CH:5][CH:4]=1)=O.[CH2:20]([NH2:26])[C:21]1[O:25][CH:24]=[CH:23][CH:22]=1.C([BH3-])#N.[Na+].Cl.C([O-])([O-])=O.[Na+].[Na+]. (4) Given the product [Br:2][C:3]1[CH:4]=[N:5][N:6]([CH:8]2[CH2:13][CH2:12][N:11]([C:14](=[O:16])[CH3:15])[CH2:10][CH2:9]2)[CH:7]=1, predict the reactants needed to synthesize it. The reactants are: Cl.[Br:2][C:3]1[CH:4]=[N:5][N:6]([CH:8]2[CH2:13][CH2:12][NH:11][CH2:10][CH2:9]2)[CH:7]=1.[C:14](OC(=O)C)(=[O:16])[CH3:15].